This data is from Reaction yield outcomes from USPTO patents with 853,638 reactions. The task is: Predict the reaction yield, written as a fraction of the theoretical maximum amount of product (1.0 means a 100% yield; for example, 0.34 means a 34% yield). (1) The reactants are Br[C:2]1[CH:7]=[CH:6][N:5]2[CH:8]=[C:9]([C:11]3[CH:16]=[CH:15][CH:14]=[CH:13][CH:12]=3)[N:10]=[C:4]2[CH:3]=1.Cl.[CH3:18][O:19][C@H:20]1[CH2:24][CH2:23][NH:22][CH2:21]1. No catalyst specified. The product is [CH3:18][O:19][C@H:20]1[CH2:24][CH2:23][N:22]([C:2]2[CH:7]=[CH:6][N:5]3[CH:8]=[C:9]([C:11]4[CH:16]=[CH:15][CH:14]=[CH:13][CH:12]=4)[N:10]=[C:4]3[CH:3]=2)[CH2:21]1. The yield is 0.110. (2) The reactants are CN(C(ON1N=NC2C=CC=NC1=2)=[N+](C)C)C.F[P-](F)(F)(F)(F)F.Cl.Cl.Cl.[Cl:28][C:29]1[N:34]=[CH:33][C:32]([C:35]2[NH:39][C:38]([C@@H:40]3[CH2:44][CH2:43][CH2:42][NH:41]3)=[N:37][CH:36]=2)=[CH:31][N:30]=1.[N:45]1[CH:50]=[CH:49][CH:48]=[C:47]([CH2:51][C:52](O)=[O:53])[CH:46]=1.CCN(C(C)C)C(C)C. The catalyst is CN(C=O)C. The product is [Cl:28][C:29]1[N:34]=[CH:33][C:32]([C:35]2[NH:39][C:38]([C@@H:40]3[CH2:44][CH2:43][CH2:42][N:41]3[C:52](=[O:53])[CH2:51][C:47]3[CH:46]=[N:45][CH:50]=[CH:49][CH:48]=3)=[N:37][CH:36]=2)=[CH:31][N:30]=1. The yield is 0.250. (3) The reactants are [Cl:1][C:2]1[CH:3]=[C:4]2[C:8](=[CH:9][CH:10]=1)[N:7]([CH2:11]O)[C:6](=[O:13])[CH2:5]2.C([C:16]1[NH:17][CH:18]=[CH:19][N:20]=1)([C:16]1[NH:17][CH:18]=[CH:19][N:20]=1)=O. The catalyst is CC#N. The product is [Cl:1][C:2]1[CH:3]=[C:4]2[C:8](=[CH:9][CH:10]=1)[N:7]([CH2:11][N:17]1[CH:18]=[CH:19][N:20]=[CH:16]1)[C:6](=[O:13])[CH2:5]2. The yield is 0.560. (4) The reactants are [Br:1][C:2]1[N:10]([CH2:11][O:12][CH2:13][CH3:14])[C:9]2[C:8](=[O:15])[NH:7][C:6](=[O:16])[N:5]([CH3:17])[C:4]=2[N:3]=1.[H-].[Na+].[C:20]([O:23][C@H:24]([CH3:30])[CH2:25][CH2:26][CH2:27][CH2:28]Cl)(=[O:22])[CH3:21]. The catalyst is CS(C)=O. The product is [C:20]([O:23][C@H:24]([CH3:30])[CH2:25][CH2:26][CH2:27][CH2:28][N:7]1[C:8](=[O:15])[C:9]2[N:10]([CH2:11][O:12][CH2:13][CH3:14])[C:2]([Br:1])=[N:3][C:4]=2[N:5]([CH3:17])[C:6]1=[O:16])(=[O:22])[CH3:21]. The yield is 0.820. (5) The reactants are [CH3:1][O:2][C:3]1[CH:4]=[C:5]2[CH:11]=[CH:10][N:9]([S:12]([C:15]3[CH:20]=[CH:19][CH:18]=[CH:17][CH:16]=3)(=[O:14])=[O:13])[C:6]2=[N:7][CH:8]=1.[CH:21]([N-]C(C)C)(C)C.[Li+].C(NC(C)C)(C)C.CI. The catalyst is C1COCC1. The product is [CH3:1][O:2][C:3]1[CH:4]=[C:5]2[CH:11]=[C:10]([CH3:21])[N:9]([S:12]([C:15]3[CH:16]=[CH:17][CH:18]=[CH:19][CH:20]=3)(=[O:14])=[O:13])[C:6]2=[N:7][CH:8]=1. The yield is 0.850. (6) The reactants are [CH:1]1[C:10]2[C:5](=[CH:6][CH:7]=[CH:8][CH:9]=2)[CH:4]=[CH:3][C:2]=1B(O)O.Br[C:15]1[C:24]2[C:19](=[CH:20][CH:21]=[CH:22][CH:23]=2)[C:18]([Br:25])=[CH:17][CH:16]=1.C1(C)C=CC=CC=1.C(=O)([O-])[O-].[Na+].[Na+]. The catalyst is [Pd].C1(P(C2C=CC=CC=2)C2C=CC=CC=2)C=CC=CC=1.C1(P(C2C=CC=CC=2)C2C=CC=CC=2)C=CC=CC=1.C1(P(C2C=CC=CC=2)C2C=CC=CC=2)C=CC=CC=1.C1(P(C2C=CC=CC=2)C2C=CC=CC=2)C=CC=CC=1.C(COC)OC. The product is [Br:25][C:18]1[C:19]2[C:24](=[CH:23][CH:22]=[CH:21][CH:20]=2)[C:15]([C:3]2[CH:2]=[CH:1][C:10]3[C:5](=[CH:6][CH:7]=[CH:8][CH:9]=3)[CH:4]=2)=[CH:16][CH:17]=1. The yield is 0.250.